Regression. Given a peptide amino acid sequence and an MHC pseudo amino acid sequence, predict their binding affinity value. This is MHC class I binding data. From a dataset of Peptide-MHC class I binding affinity with 185,985 pairs from IEDB/IMGT. (1) The peptide sequence is TTGIGYQPY. The MHC is HLA-A26:01 with pseudo-sequence HLA-A26:01. The binding affinity (normalized) is 0.319. (2) The peptide sequence is RTKMFTRL. The MHC is H-2-Kb with pseudo-sequence H-2-Kb. The binding affinity (normalized) is 0.745.